This data is from Catalyst prediction with 721,799 reactions and 888 catalyst types from USPTO. The task is: Predict which catalyst facilitates the given reaction. (1) Reactant: Cl[CH2:2][C:3]([C:5]1[CH:10]=[CH:9][C:8]([Cl:11])=[CH:7][C:6]=1[F:12])=[O:4].[Cl:13][C:14]1[N:19]=[N:18][C:17](/[N:20]=[C:21](/N(C)C)\[CH3:22])=[CH:16][CH:15]=1.O. Product: [Cl:11][C:8]1[CH:9]=[CH:10][C:5]([C:3]([C:2]2[N:18]3[N:19]=[C:14]([Cl:13])[CH:15]=[CH:16][C:17]3=[N:20][C:21]=2[CH3:22])=[O:4])=[C:6]([F:12])[CH:7]=1. The catalyst class is: 3. (2) Reactant: [F:1][C:2]1[CH:3]=[C:4]([CH:16]=[CH:17][C:18]=1[F:19])[O:5][C:6]1[C:11]([F:12])=[CH:10][C:9]([CH2:13][OH:14])=[CH:8][C:7]=1[F:15].[H-].[Na+].Cl[C:23]1[CH:24]=[C:25]2[N:32]([CH3:33])[CH2:31][CH2:30][N:26]2[C:27](=[O:29])[N:28]=1. Product: [F:1][C:2]1[CH:3]=[C:4]([CH:16]=[CH:17][C:18]=1[F:19])[O:5][C:6]1[C:7]([F:15])=[CH:8][C:9]([CH2:13][O:14][C:23]2[CH:24]=[C:25]3[N:32]([CH3:33])[CH2:31][CH2:30][N:26]3[C:27](=[O:29])[N:28]=2)=[CH:10][C:11]=1[F:12]. The catalyst class is: 1. (3) Reactant: [Cl:1][C:2]1[CH:3]=[C:4]([NH:9][C:10]2[C:19]3[C:14](=[CH:15][C:16]([O:40][CH3:41])=[C:17]([O:20][CH2:21][CH2:22][CH2:23][N:24]4[CH2:29][CH2:28][CH2:27][CH:26]5[CH2:30][N:31](C(OC(C)(C)C)=O)[CH2:32][CH:25]45)[CH:18]=3)[N:13]=[CH:12][N:11]=2)[CH:5]=[CH:6][C:7]=1[F:8].Cl. Product: [Cl:1][C:2]1[CH:3]=[C:4]([NH:9][C:10]2[C:19]3[C:14](=[CH:15][C:16]([O:40][CH3:41])=[C:17]([O:20][CH2:21][CH2:22][CH2:23][N:24]4[CH2:29][CH2:28][CH2:27][CH:26]5[CH2:30][NH:31][CH2:32][CH:25]45)[CH:18]=3)[N:13]=[CH:12][N:11]=2)[CH:5]=[CH:6][C:7]=1[F:8]. The catalyst class is: 2. (4) The catalyst class is: 6. Reactant: C1O[C@@H]([O:7][C:8]2[CH:13]=[CH:12][C:11]([N+:14]([O-:16])=[O:15])=[CH:10][CH:9]=2)[C@H](O)[C@@H](O)[C@@H]1O.C([O-])(=O)C.P([O-])([O-])([O-])=O. Product: [CH:10]1[C:11]([N+:14]([O-:16])=[O:15])=[CH:12][CH:13]=[C:8]([OH:7])[CH:9]=1.